Dataset: Forward reaction prediction with 1.9M reactions from USPTO patents (1976-2016). Task: Predict the product of the given reaction. (1) The product is: [OH:2][C:3]1[CH:8]=[CH:7][C:6]([C:9]2[C:14]([CH3:15])=[N:13][N:12]([C:16]3[CH:21]=[CH:20][CH:19]=[CH:18][N:17]=3)[C:11](=[O:22])[CH:10]=2)=[CH:5][CH:4]=1. Given the reactants C[O:2][C:3]1[CH:8]=[CH:7][C:6]([C:9]2[C:14]([CH3:15])=[N:13][N:12]([C:16]3[CH:21]=[CH:20][CH:19]=[CH:18][N:17]=3)[C:11](=[O:22])[CH:10]=2)=[CH:5][CH:4]=1.B(Br)(Br)Br, predict the reaction product. (2) Given the reactants C([O:3][C:4](=O)/[C:5](/[CH3:20])=[CH:6]/[C:7]1[CH:16]=[CH:15][C:10]([C:11]([O:13][CH3:14])=[O:12])=[CH:9][C:8]=1[N+:17]([O-])=O)C, predict the reaction product. The product is: [CH3:20][CH:5]1[CH2:6][C:7]2[C:8](=[CH:9][C:10]([C:11]([O:13][CH3:14])=[O:12])=[CH:15][CH:16]=2)[NH:17][C:4]1=[O:3].